This data is from Full USPTO retrosynthesis dataset with 1.9M reactions from patents (1976-2016). The task is: Predict the reactants needed to synthesize the given product. Given the product [F:1][C:2]1[C:7]([F:8])=[C:6]([F:9])[CH:5]=[CH:4][C:3]=1[C:32]#[C:31][CH2:30][OH:33], predict the reactants needed to synthesize it. The reactants are: [F:1][C:2]1[C:7]([F:8])=[C:6]([F:9])[CH:5]=[CH:4][C:3]=1I.C1(P(C2C=CC=CC=2)C2C=CC=CC=2)C=CC=CC=1.[CH2:30]([OH:33])[C:31]#[CH:32].C(N(C(C)C)CC)(C)C.